From a dataset of Catalyst prediction with 721,799 reactions and 888 catalyst types from USPTO. Predict which catalyst facilitates the given reaction. (1) The catalyst class is: 1. Reactant: [C:1]1([N:7]2[C:15]3[CH2:14][CH2:13][NH:12][CH:11]([C:16](OCC)=[O:17])[C:10]=3[N:9]=[CH:8]2)[CH:6]=[CH:5][CH:4]=[CH:3][CH:2]=1.[H-].[H-].[H-].[H-].[Li+].[Al+3]. Product: [C:1]1([N:7]2[C:15]3[CH2:14][CH2:13][NH:12][CH:11]([CH2:16][OH:17])[C:10]=3[N:9]=[CH:8]2)[CH:2]=[CH:3][CH:4]=[CH:5][CH:6]=1. (2) Reactant: B(Br)(Br)Br.C[O:6][C:7]1[CH:8]=[N:9][CH:10]=[C:11]([C:13]#[C:14][C:15]2[CH:20]=[CH:19][CH:18]=[CH:17][CH:16]=2)[CH:12]=1.C(=O)(O)[O-].[Na+]. Product: [OH:6][C:7]1[CH:8]=[N:9][CH:10]=[C:11]([C:13]#[C:14][C:15]2[CH:20]=[CH:19][CH:18]=[CH:17][CH:16]=2)[CH:12]=1. The catalyst class is: 4. (3) Reactant: C(O[C:6](=O)[NH:7][C@@H:8]([C:27]1[CH:32]=[CH:31][C:30]([O:33][CH2:34][CH2:35][O:36][Si](C(C)(C)C)(C)C)=[CH:29][CH:28]=1)[C:9]([N:11]1[CH2:15][CH2:14][C@H:13]([O:16][CH2:17][CH2:18][O:19][CH2:20][CH2:21][O:22][CH2:23][CH2:24][O:25][CH3:26])[CH2:12]1)=O)(C)(C)C.[H-].[Al+3].[Li+].[H-].[H-].[H-].C(=O)([O-])[O-].[Na+].[Na+].ClCCl. Product: [CH3:26][O:25][CH2:24][CH2:23][O:22][CH2:21][CH2:20][O:19][CH2:18][CH2:17][O:16][C@H:13]1[CH2:14][CH2:15][N:11]([CH2:9][C@H:8]([C:27]2[CH:28]=[CH:29][C:30]([O:33][CH2:34][CH2:35][OH:36])=[CH:31][CH:32]=2)[NH:7][CH3:6])[CH2:12]1. The catalyst class is: 7.